This data is from Catalyst prediction with 721,799 reactions and 888 catalyst types from USPTO. The task is: Predict which catalyst facilitates the given reaction. Reactant: [Cl:1][C:2]1[S:6][C:5]([C:7]([O:9][CH3:10])=[O:8])=[CH:4][CH:3]=1.[Cl-].[Cl-].[Cl-].[Al+3].[Br:15]Br. Product: [Br:15][C:3]1[CH:4]=[C:5]([C:7]([O:9][CH3:10])=[O:8])[S:6][C:2]=1[Cl:1]. The catalyst class is: 22.